Dataset: Reaction yield outcomes from USPTO patents with 853,638 reactions. Task: Predict the reaction yield, written as a fraction of the theoretical maximum amount of product (1.0 means a 100% yield; for example, 0.34 means a 34% yield). The reactants are [Cl:1][C:2]1[CH:21]=[CH:20][C:5]2[N:6]([C:15](=O)[CH2:16][C:17]#[N:18])[C:7]3[CH:14]=[CH:13][CH:12]=[CH:11][C:8]=3[CH2:9][CH2:10][C:4]=2[CH:3]=1.B.C1COCC1.Cl.[OH-].[Na+]. The catalyst is C1COCC1. The product is [ClH:1].[Cl:1][C:2]1[CH:21]=[CH:20][C:5]2[N:6]([CH2:15][CH2:16][CH2:17][NH2:18])[C:7]3[CH:14]=[CH:13][CH:12]=[CH:11][C:8]=3[CH2:9][CH2:10][C:4]=2[CH:3]=1. The yield is 0.580.